Dataset: Retrosynthesis with 50K atom-mapped reactions and 10 reaction types from USPTO. Task: Predict the reactants needed to synthesize the given product. (1) Given the product CCCC(=O)c1ccc(OCCCC(=O)OCC)c(OC)c1, predict the reactants needed to synthesize it. The reactants are: CCCC(=O)c1ccc(O)c(OC)c1.CCOC(=O)CCCBr. (2) Given the product O=C(O)CCc1ccc2c(c1)OCO2, predict the reactants needed to synthesize it. The reactants are: O=C(O)C=Cc1ccc2c(c1)OCO2. (3) Given the product COC(=O)CNc1cc(C(=O)OC)ccc1[N+](=O)[O-], predict the reactants needed to synthesize it. The reactants are: COC(=O)CN.COC(=O)c1ccc([N+](=O)[O-])c(F)c1. (4) Given the product CS(=O)(=O)NCc1ncn2ccsc12, predict the reactants needed to synthesize it. The reactants are: CS(=O)(=O)Cl.NCc1ncn2ccsc12. (5) Given the product Nc1cccc(S(=O)(=O)N2CC(C(=O)O)CC(C(=O)O)C2)c1, predict the reactants needed to synthesize it. The reactants are: O=C(O)C1CC(C(=O)O)CN(S(=O)(=O)c2cccc([N+](=O)[O-])c2)C1. (6) Given the product O=C1NC(=O)C(c2ccccc2)(c2ccccc2)N1, predict the reactants needed to synthesize it. The reactants are: O=c1cc(O)cc[nH]1. (7) Given the product CS(=O)(=O)OCC1CCC(CN(Cc2ccccc2)S(=O)(=O)NC(=O)c2cc(C(F)(F)F)cc(C(F)(F)F)c2)CC1, predict the reactants needed to synthesize it. The reactants are: CS(=O)(=O)Cl.O=C(NS(=O)(=O)N(Cc1ccccc1)CC1CCC(CO)CC1)c1cc(C(F)(F)F)cc(C(F)(F)F)c1. (8) Given the product Nc1ncnc(Nc2ccc(OCc3ccccc3)c(Cl)c2)c1C(=O)OCCN1CCOCC1, predict the reactants needed to synthesize it. The reactants are: Nc1ncnc(Nc2ccc(OCc3ccccc3)c(Cl)c2)c1C(=O)O.OCCN1CCOCC1. (9) Given the product Cc1cc(N)nn1C1CCCCO1, predict the reactants needed to synthesize it. The reactants are: CC(=O)Nc1cc(C)n(C2CCCCO2)n1. (10) Given the product CCC(=O)c1ccccc1OCc1ccccc1, predict the reactants needed to synthesize it. The reactants are: CCC(=O)c1ccccc1O.ClCc1ccccc1.